Dataset: hERG potassium channel inhibition data for cardiac toxicity prediction from Karim et al.. Task: Regression/Classification. Given a drug SMILES string, predict its toxicity properties. Task type varies by dataset: regression for continuous values (e.g., LD50, hERG inhibition percentage) or binary classification for toxic/non-toxic outcomes (e.g., AMES mutagenicity, cardiotoxicity, hepatotoxicity). Dataset: herg_karim. The molecule is CCc1nc2ccccc2n1C1C[C@H]2CC[C@H](C1)N2CC[C@H](NC(=O)C1CCS(=O)(=O)CC1)c1ccc(F)cc1. The result is 0 (non-blocker).